This data is from Catalyst prediction with 721,799 reactions and 888 catalyst types from USPTO. The task is: Predict which catalyst facilitates the given reaction. (1) Reactant: C(OC(=O)[NH:7][C:8]1[CH:13]=[CH:12][C:11]([N:14]2[CH:18]=[CH:17][CH:16]=[CH:15]2)=[CH:10][C:9]=1[NH:19][C:20](=[O:36])[CH2:21][C:22](=O)[C:23]1[CH:28]=[CH:27][CH:26]=[C:25]([C:29]2[CH:34]=[N:33][CH:32]=[CH:31][N:30]=2)[CH:24]=1)(C)(C)C.C(O)(C(F)(F)F)=O. Product: [N:30]1[CH:31]=[CH:32][N:33]=[CH:34][C:29]=1[C:25]1[CH:24]=[C:23]([C:22]2[CH2:21][C:20](=[O:36])[NH:19][C:9]3[CH:10]=[C:11]([N:14]4[CH:18]=[CH:17][CH:16]=[CH:15]4)[CH:12]=[CH:13][C:8]=3[N:7]=2)[CH:28]=[CH:27][CH:26]=1. The catalyst class is: 2. (2) Reactant: [O:1]=[C:2]1[C:10]2[C:5](=[CH:6][C:7]([C:11]3[CH:12]=[N:13][C:14]([C:17]([F:20])([F:19])[F:18])=[N:15][CH:16]=3)=[CH:8][CH:9]=2)[CH2:4][N:3]1[C:21]([O:23][C:24]([CH3:27])([CH3:26])[CH3:25])=[O:22].[Li+].[OH-:29]. Product: [C:24]([O:23][C:21]([NH:3][CH2:4][C:5]1[CH:6]=[C:7]([C:11]2[CH:12]=[N:13][C:14]([C:17]([F:20])([F:18])[F:19])=[N:15][CH:16]=2)[CH:8]=[CH:9][C:10]=1[C:2]([OH:1])=[O:29])=[O:22])([CH3:25])([CH3:26])[CH3:27]. The catalyst class is: 30.